From a dataset of Reaction yield outcomes from USPTO patents with 853,638 reactions. Predict the reaction yield, written as a fraction of the theoretical maximum amount of product (1.0 means a 100% yield; for example, 0.34 means a 34% yield). (1) The reactants are [CH3:1][C:2]1[CH:7]=[CH:6][N:5]2[C:8]([CH2:22][CH:23]3[CH2:28][CH2:27][N:26]([C:29]([O:31]C(C)(C)C)=O)[CH2:25][CH2:24]3)=[C:9]([C:11]3[CH:16]=[CH:15][C:14]([C:17](=[O:20])[NH:18][CH3:19])=[CH:13][C:12]=3[CH3:21])[N:10]=[C:4]2[CH:3]=1.[CH3:36]NC(=O)C1C=CC(C2N=C3C=C(C)C=CN3C=2)=C(C)C=1.Cl.N1C=CC=CC=1.C(OC(=O)C)(=O)C. The catalyst is CO. The product is [C:29]([N:26]1[CH2:25][CH2:24][CH:23]([CH2:22][C:8]2[N:5]3[CH:6]=[CH:7][C:2]([CH3:1])=[CH:3][C:4]3=[N:10][C:9]=2[C:11]2[CH:16]=[CH:15][C:14]([C:17]([NH:18][CH3:19])=[O:20])=[CH:13][C:12]=2[CH3:21])[CH2:28][CH2:27]1)(=[O:31])[CH3:36]. The yield is 0.167. (2) The yield is 0.730. The product is [N:1]1([C:7]2[CH:14]=[CH:13][C:12]([C:15]([F:18])([F:17])[F:16])=[CH:11][C:8]=2[CH2:9][N:22]2[CH2:21][CH2:20][N:19]([C:25]([O:27][C:28]([CH3:31])([CH3:30])[CH3:29])=[O:26])[CH2:24][CH2:23]2)[CH2:6][CH2:5][O:4][CH2:3][CH2:2]1. The reactants are [N:1]1([C:7]2[CH:14]=[CH:13][C:12]([C:15]([F:18])([F:17])[F:16])=[CH:11][C:8]=2[CH:9]=O)[CH2:6][CH2:5][O:4][CH2:3][CH2:2]1.[N:19]1([C:25]([O:27][C:28]([CH3:31])([CH3:30])[CH3:29])=[O:26])[CH2:24][CH2:23][NH:22][CH2:21][CH2:20]1.ClCCCl.C(O[BH-](OC(=O)C)OC(=O)C)(=O)C.[Na+]. The catalyst is ClCCl. (3) The reactants are [N+:1]([C:4]1[CH:12]=[CH:11][C:7]([C:8]([OH:10])=[O:9])=[CH:6][CH:5]=1)([O-:3])=[O:2].C(Cl)(=O)C(Cl)=O.[CH2:19]([O:21][C:22]([C@@:24]1([NH:29][C:30]([N:32]2[CH2:36][C@H:35](O)[CH2:34][C@H:33]2[C:38](=[O:47])[N:39]([CH2:41][CH2:42][CH2:43][CH2:44][CH:45]=[CH2:46])[CH3:40])=[O:31])[CH2:26][C@@H:25]1[CH:27]=[CH2:28])=[O:23])[CH3:20].C(N(CC)CC)C. The catalyst is C(Cl)Cl.C(Cl)Cl.CO.CN(C=O)C. The product is [N+:1]([C:4]1[CH:5]=[CH:6][C:7]([C:8]([O:10][C@@H:35]2[CH2:34][C@@H:33]([C:38](=[O:47])[N:39]([CH2:41][CH2:42][CH2:43][CH2:44][CH:45]=[CH2:46])[CH3:40])[N:32]([C:30](=[O:31])[NH:29][C@:24]3([C:22]([O:21][CH2:19][CH3:20])=[O:23])[CH2:26][C@H:25]3[CH:27]=[CH2:28])[CH2:36]2)=[O:9])=[CH:11][CH:12]=1)([O-:3])=[O:2]. The yield is 0.930. (4) The product is [CH2:10]([N:17]1[C:25]2[C:24](=[O:26])[N:23]([CH3:27])[C:22](=[O:28])[N:21]([CH3:29])[C:20]=2[N:19]=[C:18]1[N:1]1[CH2:7][CH:6]([CH2:8][OH:9])[CH2:5][NH:4][CH2:3][CH2:2]1)[C:11]1[CH:16]=[CH:15][CH:14]=[CH:13][CH:12]=1. The catalyst is CN(C=O)C. The reactants are [NH:1]1[CH2:7][CH:6]([CH2:8][OH:9])[CH2:5][NH:4][CH2:3][CH2:2]1.[CH2:10]([N:17]1[C:25]2[C:24](=[O:26])[N:23]([CH3:27])[C:22](=[O:28])[N:21]([CH3:29])[C:20]=2[N:19]=[C:18]1Cl)[C:11]1[CH:16]=[CH:15][CH:14]=[CH:13][CH:12]=1.C(=O)([O-])[O-].[K+].[K+]. The yield is 0.0100. (5) The yield is 0.410. The catalyst is C1COCC1.[Pd]. The reactants are Br[C:2]1[C:3]([C:18]([NH:20][C:21]2[CH:26]=[CH:25][CH:24]=[CH:23][CH:22]=2)=[O:19])=[N:4][C:5]([C:8]2[CH:13]=[CH:12][C:11]([S:14]([CH3:17])(=[O:16])=[O:15])=[CH:10][CH:9]=2)=[CH:6][N:7]=1.[C:27]1(P(C2C=CC=CC=2)C2C=CC=CC=2)C=CC=CC=1.Cl[Zn]C. The product is [CH3:27][C:2]1[C:3]([C:18]([NH:20][C:21]2[CH:26]=[CH:25][CH:24]=[CH:23][CH:22]=2)=[O:19])=[N:4][C:5]([C:8]2[CH:13]=[CH:12][C:11]([S:14]([CH3:17])(=[O:16])=[O:15])=[CH:10][CH:9]=2)=[CH:6][N:7]=1.